Dataset: Full USPTO retrosynthesis dataset with 1.9M reactions from patents (1976-2016). Task: Predict the reactants needed to synthesize the given product. (1) Given the product [F:16][CH:2]([F:1])[CH2:3][O:4][C:5]1[N:6]=[C:7]([CH3:15])[C:8]([C:11]([OH:13])=[O:12])=[N:9][CH:10]=1, predict the reactants needed to synthesize it. The reactants are: [F:1][CH:2]([F:16])[CH2:3][O:4][C:5]1[N:6]=[C:7]([CH3:15])[C:8]([C:11]([O:13]C)=[O:12])=[N:9][CH:10]=1. (2) Given the product [Cl:1][C:2]1[CH:3]=[CH:4][C:5]([N:8]2[CH:13]=[CH:12][C:11](=[O:14])[C:10]([C:15](=[O:16])[C:31]3[CH:32]=[CH:33][C:28]([O:27][CH:22]4[CH2:23][CH2:24][CH2:25][CH2:26][O:21]4)=[CH:29][CH:30]=3)=[N:9]2)=[CH:6][CH:7]=1, predict the reactants needed to synthesize it. The reactants are: [Cl:1][C:2]1[CH:7]=[CH:6][C:5]([N:8]2[CH:13]=[CH:12][C:11](=[O:14])[C:10]([C:15](N(OC)C)=[O:16])=[N:9]2)=[CH:4][CH:3]=1.[O:21]1[CH2:26][CH2:25][CH2:24][CH2:23][CH:22]1[O:27][C:28]1[CH:33]=[CH:32][C:31]([Mg]Br)=[CH:30][CH:29]=1.[NH4+].[Cl-]. (3) Given the product [CH2:17]([O:24][C:25]1[CH:26]=[CH:27][C:28]([N:29]2[C:2]3=[N:3][CH:4]=[C:5]([Cl:16])[CH:6]=[C:7]3[N:8]([CH2:32][CH3:33])[C:9]2=[O:15])=[CH:30][CH:31]=1)[C:18]1[CH:19]=[CH:20][CH:21]=[CH:22][CH:23]=1, predict the reactants needed to synthesize it. The reactants are: Cl[C:2]1[C:7]([NH:8][C:9](=[O:15])OC(C)(C)C)=[CH:6][C:5]([Cl:16])=[CH:4][N:3]=1.[CH2:17]([O:24][C:25]1[CH:31]=[CH:30][C:28]([NH2:29])=[CH:27][CH:26]=1)[C:18]1[CH:23]=[CH:22][CH:21]=[CH:20][CH:19]=1.[CH3:32][C:33]1(C)C2C=CC=C(P(C3C=CC=CC=3)C3C=CC=CC=3)C=2OC2C1=CC=CC=2P(C1C=CC=CC=1)C1C=CC=CC=1.CC(C)([O-])C.[Na+].[H-].[Na+].C(I)C.[Cl-].[Cl-].[Ca+2]. (4) Given the product [N:34]1([C:32]([NH:1][C:2]2[CH:7]=[C:6]([O:8][C:9]3[CH:14]=[CH:13][C:12]([NH:15][C:16]([C:18]4([C:21]([NH:23][C:24]5[CH:25]=[CH:26][C:27]([F:30])=[CH:28][CH:29]=5)=[O:22])[CH2:20][CH2:19]4)=[O:17])=[C:11]([F:31])[CH:10]=3)[CH:5]=[CH:4][N:3]=2)=[O:41])[CH2:35][CH2:38][CH2:37]1, predict the reactants needed to synthesize it. The reactants are: [NH2:1][C:2]1[CH:7]=[C:6]([O:8][C:9]2[CH:14]=[CH:13][C:12]([NH:15][C:16]([C:18]3([C:21]([NH:23][C:24]4[CH:29]=[CH:28][C:27]([F:30])=[CH:26][CH:25]=4)=[O:22])[CH2:20][CH2:19]3)=[O:17])=[C:11]([F:31])[CH:10]=2)[CH:5]=[CH:4][N:3]=1.[CH2:32]([N:34]([CH2:37][CH3:38])[CH2:35]C)C.ClC(OC1C=CC=CC=1)=[O:41].C(=O)([O-])O.[Na+]. (5) Given the product [F:22][C:2]([F:21])([F:1])[O:3][C:4]1[CH:5]=[CH:6][C:7]([C:10]2[C:11]3[O:18][C:17](/[CH:19]=[C:23]4/[C:24](=[O:25])[NH:26][C:27](=[O:28])[S:29]/4)=[CH:16][C:12]=3[CH:13]=[N:14][CH:15]=2)=[CH:8][CH:9]=1, predict the reactants needed to synthesize it. The reactants are: [F:1][C:2]([F:22])([F:21])[O:3][C:4]1[CH:9]=[CH:8][C:7]([C:10]2[C:11]3[O:18][C:17]([CH:19]=O)=[CH:16][C:12]=3[CH:13]=[N:14][CH:15]=2)=[CH:6][CH:5]=1.[CH2:23]1[S:29][C:27](=[O:28])[NH:26][C:24]1=[O:25].NCCC(O)=O. (6) Given the product [NH2:27][C:17]1[CH:18]=[CH:19][C:20]([C:22]2[S:23][CH:24]=[CH:25][CH:26]=2)=[CH:21][C:16]=1[NH:15][C:13](=[O:14])[C:12]1[CH:35]=[CH:36][C:9]([CH2:8][N:5]2[CH2:6][CH2:7][C@@H:3]([N:2]([CH3:1])[CH3:37])[CH2:4]2)=[CH:10][CH:11]=1, predict the reactants needed to synthesize it. The reactants are: [CH3:1][N:2]([CH3:37])[C@@H:3]1[CH2:7][CH2:6][N:5]([CH2:8][C:9]2[CH:36]=[CH:35][C:12]([C:13]([NH:15][C:16]3[CH:21]=[C:20]([C:22]4[S:23][CH:24]=[CH:25][CH:26]=4)[CH:19]=[CH:18][C:17]=3[NH:27]C(=O)OC(C)(C)C)=[O:14])=[CH:11][CH:10]=2)[CH2:4]1.FC(F)(F)C(O)=O. (7) Given the product [C:8]([O:7][C:6]([NH:5][C@@H:2]([C:3]1[O:21][N:20]=[C:14]([C:15]([O:17][CH2:18][CH3:19])=[O:16])[CH:4]=1)[CH3:1])=[O:12])([CH3:11])([CH3:10])[CH3:9], predict the reactants needed to synthesize it. The reactants are: [CH3:1][C@@H:2]([NH:5][C:6](=[O:12])[O:7][C:8]([CH3:11])([CH3:10])[CH3:9])[C:3]#[CH:4].Cl/[C:14](=[N:20]\[OH:21])/[C:15]([O:17][CH2:18][CH3:19])=[O:16].CCN(CC)CC.